This data is from Reaction yield outcomes from USPTO patents with 853,638 reactions. The task is: Predict the reaction yield, written as a fraction of the theoretical maximum amount of product (1.0 means a 100% yield; for example, 0.34 means a 34% yield). (1) The reactants are C[O:2][C:3]([C:5]1[C:6]([C:14]2[CH:19]=[CH:18][CH:17]=[CH:16][C:15]=2[N+:20]([O-:22])=[O:21])=[CH:7][CH:8]=[C:9]([C:11](=[S:13])[NH2:12])[CH:10]=1)=[O:4].Br[CH2:24][C:25]([C:27]1[CH:31]=[CH:30][S:29][CH:28]=1)=O. No catalyst specified. The product is [N+:20]([C:15]1[CH:16]=[CH:17][CH:18]=[CH:19][C:14]=1[C:6]1[C:5]([C:3]([OH:2])=[O:4])=[CH:10][C:9]([C:11]2[S:13][CH:24]=[C:25]([C:27]3[CH:31]=[CH:30][S:29][CH:28]=3)[N:12]=2)=[CH:8][CH:7]=1)([O-:22])=[O:21]. The yield is 0.190. (2) The reactants are [CH2:1]([N:8]1[CH2:13][CH2:12][CH2:11][C:10]([OH:18])([C:14]([O:16][CH3:17])=[O:15])[CH2:9]1)[C:2]1[CH:7]=CC=CC=1.[C:19]([O:23][C:24]([N:26]1CCC(=O)[CH2:28][CH2:27]1)=[O:25])([CH3:22])([CH3:21])[CH3:20].C(O[BH-](OC(=O)C)OC(=O)C)(=O)C.[Na+].C(=O)([O-])O.[Na+]. The catalyst is C(O)C.[OH-].[OH-].[Pd+2]. The product is [OH:18][C:10]1([C:14]([O:16][CH3:17])=[O:15])[CH2:11][CH2:12][CH2:13][N:8]([CH:1]2[CH2:2][CH2:7][N:26]([C:24]([O:23][C:19]([CH3:22])([CH3:21])[CH3:20])=[O:25])[CH2:27][CH2:28]2)[CH2:9]1. The yield is 0.520. (3) The reactants are [Cl:1][C:2]1[CH:3]=[C:4]([C:8]2[N:13]=[C:12]3[CH2:14][CH2:15][CH2:16][C:11]3=[C:10]([CH2:17][C:18]3[CH:23]=[CH:22][C:21]([C:24]([CH3:30])([CH3:29])[C:25](OC)=[O:26])=[CH:20][CH:19]=3)[CH:9]=2)[CH:5]=[CH:6][CH:7]=1. The catalyst is C1COCC1. The product is [Cl:1][C:2]1[CH:3]=[C:4]([C:8]2[N:13]=[C:12]3[CH2:14][CH2:15][CH2:16][C:11]3=[C:10]([CH2:17][C:18]3[CH:19]=[CH:20][C:21]([C:24]([CH3:30])([CH3:29])[CH2:25][OH:26])=[CH:22][CH:23]=3)[CH:9]=2)[CH:5]=[CH:6][CH:7]=1. The yield is 1.00. (4) The catalyst is C1C=CC=CC=1.C(OCC)(=O)C. The yield is 0.707. The reactants are [F:1][C:2]1[CH:7]=[CH:6][C:5]([C:8](=[O:10])[CH3:9])=[C:4]([OH:11])[CH:3]=1.[CH3:12][C:13](=O)[CH3:14].N1CCCC1. The product is [F:1][C:2]1[CH:3]=[C:4]2[C:5]([C:8](=[O:10])[CH2:9][C:13]([CH3:14])([CH3:12])[O:11]2)=[CH:6][CH:7]=1. (5) The reactants are [F:1][C:2]1[CH:12]=[CH:11][C:5]2[NH:6][C:7](=[O:10])[CH2:8][S:9][C:4]=2[CH:3]=1.[Cl:13][CH2:14][C:15](Cl)=[O:16]. No catalyst specified. The product is [Cl:13][CH2:14][C:15]([C:12]1[C:2]([F:1])=[CH:3][C:4]2[S:9][CH2:8][C:7](=[O:10])[NH:6][C:5]=2[CH:11]=1)=[O:16]. The yield is 0.120. (6) The reactants are [CH2:1]([O:8][C:9]1[CH:14]=[CH:13][C:12]([C:15]2[O:16][CH:17]=[C:18]([CH2:20]Cl)[N:19]=2)=[CH:11][CH:10]=1)[C:2]1[CH:7]=[CH:6][CH:5]=[CH:4][CH:3]=1.[OH:22][CH2:23][CH2:24][C:25]1[NH:26][CH:27]=[CH:28][N:29]=1.[I-].[K+].[OH-].[Na+]. The catalyst is CC(O)(CC)C. The product is [CH2:1]([O:8][C:9]1[CH:14]=[CH:13][C:12]([C:15]2[O:16][CH:17]=[C:18]([CH2:20][N:26]3[CH:27]=[CH:28][N:29]=[C:25]3[CH2:24][CH2:23][OH:22])[N:19]=2)=[CH:11][CH:10]=1)[C:2]1[CH:7]=[CH:6][CH:5]=[CH:4][CH:3]=1. The yield is 0.370.